The task is: Predict the reactants needed to synthesize the given product.. This data is from Full USPTO retrosynthesis dataset with 1.9M reactions from patents (1976-2016). (1) Given the product [C:23]([C:22]1[CH:26]=[CH:27][C:19]([O:18][C:12]2[CH:11]=[C:10]3[C:5]([CH:6]([C:14]([O:16][CH3:17])=[O:15])[CH2:7][CH2:8][O:9]3)=[CH:4][C:3]=2[C:1]#[N:2])=[CH:20][CH:21]=1)(=[O:24])[NH2:25], predict the reactants needed to synthesize it. The reactants are: [C:1]([C:3]1[CH:4]=[C:5]2[C:10](=[CH:11][C:12]=1F)[O:9][CH2:8][CH2:7][CH:6]2[C:14]([O:16][CH3:17])=[O:15])#[N:2].[OH:18][C:19]1[CH:27]=[CH:26][C:22]([C:23]([NH2:25])=[O:24])=[CH:21][CH:20]=1.C(=O)([O-])[O-].[K+].[K+]. (2) Given the product [F:1][C:2]1[CH:3]=[CH:4][C:5]([N:8]2[C:16]3[C:11](=[CH:12][C:13]([O:17][C@H:18]([C:22]4[CH:23]=[CH:24][CH:25]=[CH:26][CH:27]=4)[C@@H:19]([NH:21][C:28](=[O:32])[CH2:29][CH2:30][CH3:31])[CH3:20])=[CH:14][CH:15]=3)[CH:10]=[N:9]2)=[CH:6][CH:7]=1, predict the reactants needed to synthesize it. The reactants are: [F:1][C:2]1[CH:7]=[CH:6][C:5]([N:8]2[C:16]3[C:11](=[CH:12][C:13]([O:17][C@@H:18]([C:22]4[CH:27]=[CH:26][CH:25]=[CH:24][CH:23]=4)[C@H:19]([NH2:21])[CH3:20])=[CH:14][CH:15]=3)[CH:10]=[N:9]2)=[CH:4][CH:3]=1.[C:28](Cl)(=[O:32])[CH2:29][CH2:30][CH3:31]. (3) Given the product [CH2:1]([N:8]1[C:16]2[C:15]3=[N:17][C@H:18]([CH2:21][C:22]4[CH:27]=[CH:26][CH:25]=[CH:24][CH:23]=4)[CH2:19][N:14]3[C:13]([Cl:28])=[N:12][C:11]=2[N:10]=[C:9]1[CH:29]1[CH2:33][CH2:32][CH2:31][CH2:30]1)[C:2]1[CH:7]=[CH:6][CH:5]=[CH:4][CH:3]=1, predict the reactants needed to synthesize it. The reactants are: [CH2:1]([N:8]1[C:16]2[C:11](=[N:12][C:13]([Cl:28])=[N:14][C:15]=2[NH:17][C@H:18]([CH2:21][C:22]2[CH:27]=[CH:26][CH:25]=[CH:24][CH:23]=2)[CH2:19]O)[N:10]=[C:9]1[CH:29]1[CH2:33][CH2:32][CH2:31][CH2:30]1)[C:2]1[CH:7]=[CH:6][CH:5]=[CH:4][CH:3]=1.S(Cl)(Cl)=O. (4) Given the product [CH2:16]([O:15][C:14](=[O:23])[NH:13][C@@H:12]([C@H:11]([OH:10])[CH2:25][O:26][Si:27]([CH:31]([CH3:33])[CH3:32])([CH:34]([CH3:36])[CH3:35])[CH:28]([CH3:30])[CH3:29])[CH3:24])[C:17]1[CH:18]=[CH:19][CH:20]=[CH:21][CH:22]=1, predict the reactants needed to synthesize it. The reactants are: [N+](C1C=CC(C([O:10][C@H:11]([CH2:25][O:26][Si:27]([CH:34]([CH3:36])[CH3:35])([CH:31]([CH3:33])[CH3:32])[CH:28]([CH3:30])[CH3:29])[C@@H:12]([CH3:24])[NH:13][C:14](=[O:23])[O:15][CH2:16][C:17]2[CH:22]=[CH:21][CH:20]=[CH:19][CH:18]=2)=O)=CC=1)([O-])=O.[H-].C([Al+]CC(C)C)C(C)C.CO.[OH-].[Na+]. (5) Given the product [Cl:16][C:10]1[C:9]([CH2:8][N:23]([CH3:24])[CH2:22][CH:21]([OH:25])[CH2:20][CH:19]([CH2:18][F:17])[CH2:26][F:27])=[CH:14][CH:13]=[C:12]([Cl:15])[N:11]=1, predict the reactants needed to synthesize it. The reactants are: C([O-])([O-])=O.[K+].[K+].Br[CH2:8][C:9]1[C:10]([Cl:16])=[N:11][C:12]([Cl:15])=[CH:13][CH:14]=1.[F:17][CH2:18][CH:19]([CH2:26][F:27])[CH2:20][CH:21]([OH:25])[CH2:22][NH:23][CH3:24]. (6) Given the product [CH3:31][O:30][C:19]1[CH:20]=[C:21]([N:24]2[CH2:29][CH2:28][O:27][CH2:26][CH2:25]2)[CH:22]=[CH:23][C:18]=1[C:16]1[O:17][C:13]([C:3]2[C:4]([C:7]3[CH:12]=[CH:11][CH:10]=[CH:9][CH:8]=3)=[N:5][O:6][C:2]=2[C:32]#[N:33])=[N:14][N:15]=1, predict the reactants needed to synthesize it. The reactants are: Cl[C:2]1[O:6][N:5]=[C:4]([C:7]2[CH:12]=[CH:11][CH:10]=[CH:9][CH:8]=2)[C:3]=1[C:13]1[O:17][C:16]([C:18]2[CH:23]=[CH:22][C:21]([N:24]3[CH2:29][CH2:28][O:27][CH2:26][CH2:25]3)=[CH:20][C:19]=2[O:30][CH3:31])=[N:15][N:14]=1.[C-:32]#[N:33].[Na+].O. (7) Given the product [CH3:54][N:53]([CH3:55])[CH:48]1[CH2:47][C:46]2[C:50](=[CH:51][CH:52]=[C:44]([NH:43][C:13]3[N:18]=[C:17]([C:19]4[C:20]([C:28]5[CH:29]=[C:30]([NH:34][C:35](=[O:42])[CH2:36][C:37]6[S:38][CH:39]=[CH:40][CH:41]=6)[CH:31]=[CH:32][CH:33]=5)=[N:21][N:22]5[CH:27]=[CH:26][CH:25]=[CH:24][C:23]=45)[CH:16]=[CH:15][N:14]=3)[CH:45]=2)[CH2:49]1, predict the reactants needed to synthesize it. The reactants are: O1C(C2C=C(N[C:13]3[N:18]=[C:17]([C:19]4[C:20]([C:28]5[CH:29]=[C:30]([NH:34][C:35](=[O:42])[CH2:36][C:37]6[S:38][CH:39]=[CH:40][CH:41]=6)[CH:31]=[CH:32][CH:33]=5)=[N:21][N:22]5[CH:27]=[CH:26][CH:25]=[CH:24][C:23]=45)[CH:16]=[CH:15][N:14]=3)C=CC=2)=CN=C1.[NH2:43][C:44]1[CH:45]=[C:46]2[C:50](=[CH:51][CH:52]=1)[CH2:49][CH:48]([N:53]([CH3:55])[CH3:54])[CH2:47]2.Cl.C(OCC)C. (8) Given the product [Cl:37][C:18]1[CH:17]=[C:16]([NH:15][C:12]([NH:13][C:8](=[O:9])[CH2:7][C:1]2[CH:6]=[CH:5][CH:4]=[CH:3][CH:2]=2)=[S:11])[CH:36]=[CH:35][C:19]=1[O:20][C:21]1[CH:26]=[C:25]([NH:27][C:28]([N:30]2[CH2:31][CH2:32][CH2:33][CH2:34]2)=[O:29])[N:24]=[CH:23][CH:22]=1, predict the reactants needed to synthesize it. The reactants are: [C:1]1([CH2:7][C:8](Cl)=[O:9])[CH:6]=[CH:5][CH:4]=[CH:3][CH:2]=1.[S-:11][C:12]#[N:13].[K+].[NH2:15][C:16]1[CH:36]=[CH:35][C:19]([O:20][C:21]2[CH:26]=[C:25]([NH:27][C:28]([N:30]3[CH2:34][CH2:33][CH2:32][CH2:31]3)=[O:29])[N:24]=[CH:23][CH:22]=2)=[C:18]([Cl:37])[CH:17]=1.C(OCC)C.CCCCCC. (9) Given the product [CH:18]([N:4]1[CH:5]=[C:6]([C:7]2[CH:12]=[CH:11][N:10]=[C:9]([NH:13][CH2:14][C@@H:15]([OH:17])[CH3:16])[N:8]=2)[C:2]([C:28]2[CH:29]=[C:24]3[CH:23]=[CH:22][NH:21][C:25]3=[N:26][CH:27]=2)=[N:3]1)([CH3:20])[CH3:19], predict the reactants needed to synthesize it. The reactants are: I[C:2]1[C:6]([C:7]2[CH:12]=[CH:11][N:10]=[C:9]([NH:13][CH2:14][C@@H:15]([OH:17])[CH3:16])[N:8]=2)=[CH:5][N:4]([CH:18]([CH3:20])[CH3:19])[N:3]=1.[NH:21]1[C:25]2=[N:26][CH:27]=[C:28](B(O)O)[CH:29]=[C:24]2[CH:23]=[CH:22]1.C([O-])([O-])=O.[Na+].[Na+]. (10) Given the product [F:14][C:15]1[CH:20]=[CH:19][C:18]([N:21]2[C:25]3([CH2:26][CH2:27][N:28]([CH2:12][C:10]4[C:11]5[C:6](=[CH:5][CH:4]=[CH:3][C:2]=5[CH3:1])[CH:7]=[CH:8][CH:9]=4)[CH2:29][CH2:30]3)[C:24](=[O:31])[NH:23][CH2:22]2)=[CH:17][CH:16]=1, predict the reactants needed to synthesize it. The reactants are: [CH3:1][C:2]1[CH:3]=[CH:4][CH:5]=[C:6]2[C:11]=1[C:10]([CH:12]=O)=[CH:9][CH:8]=[CH:7]2.[F:14][C:15]1[CH:20]=[CH:19][C:18]([N:21]2[C:25]3([CH2:30][CH2:29][NH:28][CH2:27][CH2:26]3)[C:24](=[O:31])[NH:23][CH2:22]2)=[CH:17][CH:16]=1.[BH-](OC(C)=O)(OC(C)=O)OC(C)=O.[Na+].[OH-].[Na+].